From a dataset of Full USPTO retrosynthesis dataset with 1.9M reactions from patents (1976-2016). Predict the reactants needed to synthesize the given product. Given the product [OH:9][CH2:8][C:3]1[C:2]([NH:1][C:17](=[O:24])[C:18]2[CH:23]=[CH:22][CH:21]=[CH:20][CH:19]=2)=[CH:7][CH:6]=[CH:5][N:4]=1, predict the reactants needed to synthesize it. The reactants are: [NH2:1][C:2]1[C:3]([CH2:8][OH:9])=[N:4][CH:5]=[CH:6][CH:7]=1.CCN(CC)CC.[C:17](Cl)(=[O:24])[C:18]1[CH:23]=[CH:22][CH:21]=[CH:20][CH:19]=1.